Dataset: Catalyst prediction with 721,799 reactions and 888 catalyst types from USPTO. Task: Predict which catalyst facilitates the given reaction. (1) Reactant: [CH3:1][O:2][CH2:3][C:4](Cl)=O.[NH2:7][C:8]1[CH:9]=[N:10][C:11]2[C:16]([C:17]=1[NH:18][CH2:19][CH2:20][NH:21][C:22](=[O:28])[O:23][C:24]([CH3:27])([CH3:26])[CH3:25])=[N:15][CH:14]=[CH:13][CH:12]=2. Product: [CH3:1][O:2][CH2:3][C:4]1[N:18]([CH2:19][CH2:20][NH:21][C:22](=[O:28])[O:23][C:24]([CH3:25])([CH3:27])[CH3:26])[C:17]2[C:16]3[N:15]=[CH:14][CH:13]=[CH:12][C:11]=3[N:10]=[CH:9][C:8]=2[N:7]=1. The catalyst class is: 17. (2) Reactant: [CH3:1][N:2]1[N:6]=[N:5][C:4]([Sn](CCCC)(CCCC)CCCC)=[N:3]1.Br[C:21]1[C:22]([O:29][CH3:30])=[N:23][CH:24]=[N:25][C:26]=1[O:27][CH3:28]. Product: [CH3:30][O:29][C:22]1[C:21]([C:4]2[N:5]=[N:6][N:2]([CH3:1])[N:3]=2)=[C:26]([O:27][CH3:28])[N:25]=[CH:24][N:23]=1. The catalyst class is: 3. (3) Reactant: [NH:1]1[C:9]2[C:4](=[CH:5][CH:6]=[CH:7][CH:8]=2)[C:3]([OH:10])=[N:2]1.[N:11]([CH2:14][C:15]1[CH:20]=[CH:19][CH:18]=[CH:17][C:16]=1[CH3:21])=[C:12]=[O:13]. Product: [CH3:21][C:16]1[CH:17]=[CH:18][CH:19]=[CH:20][C:15]=1[CH2:14][NH:11][C:12]([N:2]1[C:3](=[O:10])[C:4]2[C:9](=[CH:8][CH:7]=[CH:6][CH:5]=2)[NH:1]1)=[O:13]. The catalyst class is: 1. (4) Reactant: Br[CH:2]1[C:10]2[C:5](=[CH:6][C:7]([Cl:12])=[C:8]([Cl:11])[CH:9]=2)[C:4](=[O:13])[O:3]1.[O:14]1CCOCC1. Product: [Cl:11][C:8]1[C:7]([Cl:12])=[CH:6][C:5]([C:4]([OH:3])=[O:13])=[C:10]([CH:2]=[O:14])[CH:9]=1. The catalyst class is: 33. (5) Reactant: [OH:1][C:2]1[C:3]([N+:19]([O-:21])=[O:20])=[C:4]([C:9]([C:13]2[N:17]=[C:16]([CH3:18])[O:15][N:14]=2)=[CH:10][C:11]=1[OH:12])[C:5]([O:7][CH3:8])=[O:6].[C:22](Cl)(=[O:26])[O:23][CH2:24][CH3:25].C(=O)([O-])[O-].[K+].[K+].CN(C)C=O. Product: [CH2:24]([O:23][C:22]([O:12][C:11]1[CH:10]=[C:9]([C:13]2[N:17]=[C:16]([CH3:18])[O:15][N:14]=2)[C:4]([C:5]([O:7][CH3:8])=[O:6])=[C:3]([N+:19]([O-:21])=[O:20])[C:2]=1[OH:1])=[O:26])[CH3:25]. The catalyst class is: 84. (6) Reactant: [Br:1][C:2]1[CH:10]=[CH:9][C:5]([CH:6]=[N:7][OH:8])=[CH:4][C:3]=1[F:11].[CH2:12]([OH:15])[CH:13]=[CH2:14]. Product: [Br:1][C:2]1[CH:10]=[CH:9][C:5]([C:6]2[CH2:14][CH:13]([CH2:12][OH:15])[O:8][N:7]=2)=[CH:4][C:3]=1[F:11]. The catalyst class is: 7.